This data is from Catalyst prediction with 721,799 reactions and 888 catalyst types from USPTO. The task is: Predict which catalyst facilitates the given reaction. (1) Reactant: [F:1][C:2]1[CH:19]=[CH:18][C:5]([CH2:6][C:7]2[CH:8]=[C:9]3[NH:15][CH2:14][C:13]([CH3:17])([CH3:16])[C:10]3=[N:11][CH:12]=2)=[CH:4][CH:3]=1.[Cl:20][CH2:21][C:22](Cl)=[O:23]. Product: [ClH:20].[Cl:20][CH2:21][C:22]([N:15]1[C:9]2[C:10](=[N:11][CH:12]=[C:7]([CH2:6][C:5]3[CH:4]=[CH:3][C:2]([F:1])=[CH:19][CH:18]=3)[CH:8]=2)[C:13]([CH3:17])([CH3:16])[CH2:14]1)=[O:23]. The catalyst class is: 10. (2) Reactant: [Cl:1][C:2]1[CH:7]=[CH:6][C:5]([C:8]2[N:12]([CH:13]3[CH2:15][CH2:14]3)[C:11](=[O:16])[N:10]([CH2:17][C:18]([NH:20][CH:21]([C:33]3[CH:38]=[CH:37][CH:36]=[C:35]([C:39]([F:42])([F:41])[F:40])[CH:34]=3)[C:22]([NH:24][C:25]3([C:28]([O:30]CC)=[O:29])[CH2:27][CH2:26]3)=[O:23])=[O:19])[N:9]=2)=[CH:4][CH:3]=1.[OH-].[Li+].[OH-].[Na+].Cl. Product: [Cl:1][C:2]1[CH:7]=[CH:6][C:5]([C:8]2[N:12]([CH:13]3[CH2:14][CH2:15]3)[C:11](=[O:16])[N:10]([CH2:17][C:18]([NH:20][CH:21]([C:33]3[CH:38]=[CH:37][CH:36]=[C:35]([C:39]([F:40])([F:41])[F:42])[CH:34]=3)[C:22]([NH:24][C:25]3([C:28]([OH:30])=[O:29])[CH2:27][CH2:26]3)=[O:23])=[O:19])[N:9]=2)=[CH:4][CH:3]=1. The catalyst class is: 816. (3) Reactant: [F:1][C:2]1[CH:47]=[CH:46][C:5]([CH2:6][NH:7][C:8]([C:10]2[CH:15]=[C:14]([C:16]3[CH2:20][CH:19]([C:21]4[N:22]=[CH:23][N:24](C(C5C=CC=CC=5)(C5C=CC=CC=5)C5C=CC=CC=5)[CH:25]=4)[O:18][N:17]=3)[N:13]=[C:12]([CH3:45])[N:11]=2)=[O:9])=[CH:4][C:3]=1[O:48][CH3:49].Cl. Product: [NH:24]1[CH:25]=[C:21]([CH:19]2[O:18][N:17]=[C:16]([C:14]3[N:13]=[C:12]([CH3:45])[N:11]=[C:10]([C:8]([NH:7][CH2:6][C:5]4[CH:46]=[CH:47][C:2]([F:1])=[C:3]([O:48][CH3:49])[CH:4]=4)=[O:9])[CH:15]=3)[CH2:20]2)[N:22]=[CH:23]1. The catalyst class is: 5. (4) Reactant: [H-].[Na+].[Br:3][C:4]1[CH:9]=[CH:8][N:7]=[C:6]([OH:10])[CH:5]=1.[CH3:11]I. Product: [Br:3][C:4]1[CH:9]=[CH:8][N:7]([CH3:11])[C:6](=[O:10])[CH:5]=1. The catalyst class is: 1. (5) Reactant: [Li+].[F:2][C:3]([F:23])([F:22])[C:4]1[CH:9]=[CH:8][C:7]([N:10]2[CH2:15][CH2:14][CH:13]([CH2:16][CH2:17][CH2:18][C:19]([O-])=[O:20])[CH2:12][CH2:11]2)=[CH:6][CH:5]=1.F[P-](F)(F)(F)(F)F.CN(C)C(ON1C2C=CC=CC=2N=N1)=[N+](C)C.Cl.[NH:49]1[CH2:54][CH2:53][CH:52]([NH:55][C:56]2[CH:63]=[CH:62][C:59]([C:60]#[N:61])=[C:58]([C:64]([F:67])([F:66])[F:65])[CH:57]=2)[CH2:51][CH2:50]1.C(N(C(C)C)CC)(C)C.[O-2].[Al+3].[O-2].[O-2].[Al+3]. Product: [F:67][C:64]([F:65])([F:66])[C:58]1[CH:57]=[C:56]([NH:55][CH:52]2[CH2:53][CH2:54][N:49]([C:19](=[O:20])[CH2:18][CH2:17][CH2:16][CH:13]3[CH2:12][CH2:11][N:10]([C:7]4[CH:6]=[CH:5][C:4]([C:3]([F:23])([F:2])[F:22])=[CH:9][CH:8]=4)[CH2:15][CH2:14]3)[CH2:50][CH2:51]2)[CH:63]=[CH:62][C:59]=1[C:60]#[N:61]. The catalyst class is: 213. (6) Reactant: [O:1]1[C:5]2[CH:6]=[CH:7][CH:8]=[CH:9][C:4]=2[N:3]=[C:2]1[C:10]1[CH:33]=[CH:32][C:13]2[C:14]3[CH:20]=[C:19]([S:21]([NH:24][C@H:25]([CH:29]([CH3:31])[CH3:30])[C:26]([O-:28])=[O:27])(=[O:23])=[O:22])[CH:18]=[CH:17][C:15]=3[O:16][C:12]=2[CH:11]=1.[Li+].[OH-].O. Product: [O:1]1[C:5]2[CH:6]=[CH:7][CH:8]=[CH:9][C:4]=2[N:3]=[C:2]1[C:10]1[CH:33]=[CH:32][C:13]2[C:14]3[CH:20]=[C:19]([S:21]([NH:24][C@H:25]([CH:29]([CH3:30])[CH3:31])[C:26]([OH:28])=[O:27])(=[O:22])=[O:23])[CH:18]=[CH:17][C:15]=3[O:16][C:12]=2[CH:11]=1. The catalyst class is: 87. (7) Product: [NH2:8][C:9]1[CH:10]=[CH:11][C:12]([S:15]([CH:18]([CH2:23][CH2:24][N:25]2[C:30](=[O:31])[C:29]3[CH:32]=[CH:33][CH:34]=[CH:35][C:28]=3[N:27]=[N:26]2)[C:19]([O:21][CH3:22])=[O:20])(=[O:17])=[O:16])=[CH:13][CH:14]=1. The catalyst class is: 4. Reactant: C(OC([NH:8][C:9]1[CH:14]=[CH:13][C:12]([S:15]([CH:18]([CH2:23][CH2:24][N:25]2[C:30](=[O:31])[C:29]3[CH:32]=[CH:33][CH:34]=[CH:35][C:28]=3[N:27]=[N:26]2)[C:19]([O:21][CH3:22])=[O:20])(=[O:17])=[O:16])=[CH:11][CH:10]=1)=O)(C)(C)C.FC(F)(F)C(O)=O.